This data is from Forward reaction prediction with 1.9M reactions from USPTO patents (1976-2016). The task is: Predict the product of the given reaction. (1) Given the reactants [N:1]1[CH:6]=[CH:5][C:4]([CH2:7][N:8]2[C:16]3[C:11](=[CH:12][C:13]([OH:17])=[CH:14][CH:15]=3)[C:10]([CH3:19])([CH3:18])[CH2:9]2)=[CH:3][CH:2]=1.[CH2:20]([N:26]=[C:27]=[O:28])[CH2:21][CH2:22][CH2:23][CH2:24][CH3:25], predict the reaction product. The product is: [CH2:20]([NH:26][C:27](=[O:28])[O:17][C:13]1[CH:12]=[C:11]2[C:16](=[CH:15][CH:14]=1)[N:8]([CH2:7][C:4]1[CH:5]=[CH:6][N:1]=[CH:2][CH:3]=1)[CH2:9][C:10]2([CH3:19])[CH3:18])[CH2:21][CH2:22][CH2:23][CH2:24][CH3:25]. (2) The product is: [CH2:27]([O:26][C:25]([NH:24][C:20]1[C:19]([CH3:35])=[C:18]([C:3]2[C:4]3[C:12]4[C:7](=[CH:8][C:9]([O:13][CH2:14][CH2:15][O:16][CH3:17])=[CH:10][CH:11]=4)[NH:6][C:5]=3[C:37]([C:38]([O:40][CH2:41][CH3:42])=[O:39])=[N:1][CH:2]=2)[CH:23]=[CH:22][CH:21]=1)=[O:34])[C:28]1[CH:33]=[CH:32][CH:31]=[CH:30][CH:29]=1. Given the reactants [NH2:1][CH2:2][CH:3]([C:18]1[C:19]([CH3:35])=[C:20]([NH:24][C:25](=[O:34])[O:26][CH2:27][C:28]2[CH:33]=[CH:32][CH:31]=[CH:30][CH:29]=2)[CH:21]=[CH:22][CH:23]=1)[C:4]1[C:12]2[C:7](=[CH:8][C:9]([O:13][CH2:14][CH2:15][O:16][CH3:17])=[CH:10][CH:11]=2)[NH:6][CH:5]=1.O=[CH:37][C:38]([O:40][CH2:41][CH3:42])=[O:39].C1(C)C=CC=CC=1.Cl.O1CCOCC1, predict the reaction product. (3) Given the reactants [F:1][C:2]1[CH:7]=[C:6]([N+:8]([O-:10])=[O:9])[CH:5]=[CH:4][C:3]=1[N:11]1[C@H:15]([CH2:16][CH:17]([CH3:19])[CH3:18])[CH2:14][O:13][CH:12]1[C:20]([F:23])([F:22])[F:21].[SiH](CC)(CC)CC, predict the reaction product. The product is: [F:1][C:2]1[CH:7]=[C:6]([N+:8]([O-:10])=[O:9])[CH:5]=[CH:4][C:3]=1[N:11]([CH2:12][C:20]([F:23])([F:22])[F:21])[C@H:15]([CH2:16][CH:17]([CH3:18])[CH3:19])[CH2:14][OH:13]. (4) Given the reactants C(OC([N:8]([CH:34]([CH3:36])[CH3:35])[C:9]1[S:10][C:11]([C:14]2[CH:15]=[C:16]([C:28]3[CH:33]=[CH:32][CH:31]=[CH:30][CH:29]=3)[C:17]3[N:18]([CH:20]=[C:21]([C:23]([O:25][CH2:26][CH3:27])=[O:24])[N:22]=3)[CH:19]=2)=[CH:12][N:13]=1)=O)(C)(C)C, predict the reaction product. The product is: [CH:34]([NH:8][C:9]1[S:10][C:11]([C:14]2[CH:15]=[C:16]([C:28]3[CH:29]=[CH:30][CH:31]=[CH:32][CH:33]=3)[C:17]3[N:18]([CH:20]=[C:21]([C:23]([O:25][CH2:26][CH3:27])=[O:24])[N:22]=3)[CH:19]=2)=[CH:12][N:13]=1)([CH3:35])[CH3:36]. (5) Given the reactants [CH3:1][O:2][CH2:3][O:4][CH:5]1[CH2:9][CH2:8][CH2:7][C:6]1([O:12][Si](C)(C)C)[C:10]#[N:11], predict the reaction product. The product is: [OH:12][C:6]1([C:10]#[N:11])[CH2:7][CH2:8][CH2:9][CH:5]1[O:4][CH2:3][O:2][CH3:1]. (6) Given the reactants [C:1]([C:5]1[N:10]=[CH:9][C:8]([C:11]2[N:12]([C:32]([N:34]3[CH2:39][C@@H:38]4[C@@H:36]([CH:37]4[C:40](O)=[O:41])[CH2:35]3)=[O:33])[C@@:13]([C:25]3[CH:30]=[CH:29][C:28]([Cl:31])=[CH:27][CH:26]=3)([CH3:24])[C@@:14]([C:17]3[CH:22]=[CH:21][C:20]([Cl:23])=[CH:19][CH:18]=3)([CH3:16])[N:15]=2)=[C:7]([O:43][CH2:44][CH3:45])[CH:6]=1)([CH3:4])([CH3:3])[CH3:2].[NH:46]1[CH2:49][CH:48]([OH:50])[CH2:47]1, predict the reaction product. The product is: [C:1]([C:5]1[N:10]=[CH:9][C:8]([C:11]2[N:12]([C:32]([N:34]3[CH2:35][C@@H:36]4[C@@H:38]([CH:37]4[C:40]([N:46]4[CH2:49][CH:48]([OH:50])[CH2:47]4)=[O:41])[CH2:39]3)=[O:33])[C@@:13]([C:25]3[CH:30]=[CH:29][C:28]([Cl:31])=[CH:27][CH:26]=3)([CH3:24])[C@@:14]([C:17]3[CH:22]=[CH:21][C:20]([Cl:23])=[CH:19][CH:18]=3)([CH3:16])[N:15]=2)=[C:7]([O:43][CH2:44][CH3:45])[CH:6]=1)([CH3:2])([CH3:3])[CH3:4]. (7) Given the reactants [CH3:1][N:2]1[C:10]2[CH:9]=[CH:8][CH:7]=[C:6]3[CH2:11][CH2:12][N:13]([C:15]([O:17][C:18]([CH3:21])([CH3:20])[CH3:19])=[O:16])[CH2:14][CH:4]([C:5]=23)[CH2:3]1.[Br:22]N1C(=O)CCC1=O.C(=O)(O)[O-].[Na+], predict the reaction product. The product is: [Br:22][C:7]1[CH:8]=[CH:9][C:10]2[N:2]([CH3:1])[CH2:3][CH:4]3[CH2:14][N:13]([C:15]([O:17][C:18]([CH3:21])([CH3:20])[CH3:19])=[O:16])[CH2:12][CH2:11][C:6]=1[C:5]=23.